This data is from Catalyst prediction with 721,799 reactions and 888 catalyst types from USPTO. The task is: Predict which catalyst facilitates the given reaction. (1) Reactant: [OH:1][C:2]1[C:18]([N+:19]([O-])=O)=[CH:17][CH:16]=[CH:15][C:3]=1[C:4]([N:6]1[CH2:10][CH2:9][CH2:8][C@@H:7]1[C:11]([O:13][CH3:14])=[O:12])=[O:5].[H][H]. Product: [NH2:19][C:18]1[C:2]([OH:1])=[C:3]([CH:15]=[CH:16][CH:17]=1)[C:4]([N:6]1[CH2:10][CH2:9][CH2:8][C@@H:7]1[C:11]([O:13][CH3:14])=[O:12])=[O:5]. The catalyst class is: 19. (2) Reactant: [CH3:1][S:2](Cl)(=[O:4])=[O:3].[OH:6][CH2:7][CH:8]1[CH2:13][CH2:12][N:11]([C:14]([O:16][C:17]([CH3:20])([CH3:19])[CH3:18])=[O:15])[CH2:10][CH2:9]1.C(N(CC)CC)C. Product: [C:17]([O:16][C:14]([N:11]1[CH2:12][CH2:13][CH:8]([CH2:7][O:6][S:2]([CH3:1])(=[O:4])=[O:3])[CH2:9][CH2:10]1)=[O:15])([CH3:20])([CH3:19])[CH3:18]. The catalyst class is: 4. (3) Reactant: [NH2:1][C:2]1[CH:7]=[CH:6][CH:5]=[C:4]([NH2:8])[CH:3]=1.Cl[C:10]1[C:11]2[C:18]([C:19]([C:21]3[CH:26]=[CH:25][CH:24]=[CH:23][CH:22]=3)=[O:20])=[CH:17][N:16]([CH3:27])[C:12]=2[N:13]=[CH:14][N:15]=1.FC(F)(F)C(O)=O. Product: [NH2:1][C:2]1[CH:3]=[C:4]([NH:8][C:10]2[C:11]3[C:18]([C:19]([C:21]4[CH:22]=[CH:23][CH:24]=[CH:25][CH:26]=4)=[O:20])=[CH:17][N:16]([CH3:27])[C:12]=3[N:13]=[CH:14][N:15]=2)[CH:5]=[CH:6][CH:7]=1. The catalyst class is: 27. (4) The catalyst class is: 152. Product: [C:1]([C:3](=[CH:13][O:14][CH2:15][CH3:16])[C:4]([NH:6][CH:7]1[CH2:12][CH2:11][CH2:10][CH2:9][CH2:8]1)=[O:5])#[N:2]. Reactant: [C:1]([CH2:3][C:4]([NH:6][CH:7]1[CH2:12][CH2:11][CH2:10][CH2:9][CH2:8]1)=[O:5])#[N:2].[CH:13](OCC)(OCC)[O:14][CH2:15][CH3:16]. (5) Reactant: [C:1]([O:5][C:6]([N:8]1[C:16]2[C:11](=[CH:12][C:13](C=CCO)=[CH:14][CH:15]=2)[CH:10]=[CH:9]1)=[O:7])([CH3:4])([CH3:3])[CH3:2].CCN([CH2:26][CH3:27])CC.CS(Cl)(=O)=O.[CH:33]1([NH:39][CH3:40])[CH2:38][CH2:37]CCC1.[C:41]([O-])(O)=[O:42].[Na+]. Product: [C:1]([O:5][C:6]([N:8]1[C:16]2[C:11](=[CH:12][CH:13]=[C:14]([CH:37]=[CH:38][CH2:33][N:39]3[CH2:40][CH2:41][O:42][CH2:26][CH2:27]3)[CH:15]=2)[CH:10]=[CH:9]1)=[O:7])([CH3:2])([CH3:3])[CH3:4]. The catalyst class is: 2.